Dataset: Full USPTO retrosynthesis dataset with 1.9M reactions from patents (1976-2016). Task: Predict the reactants needed to synthesize the given product. (1) Given the product [OH:1][C:2]1([CH2:30][C:31]([NH:36][CH3:35])=[O:33])[C:10]2[C:5](=[CH:6][CH:7]=[CH:8][CH:9]=2)[N:4]([CH:11]2[CH2:16][CH2:15][N:14]([CH2:17][C:18]3[C:27]4[C:22](=[CH:23][CH:24]=[CH:25][C:26]=4[CH3:28])[CH:21]=[CH:20][CH:19]=3)[CH2:13][CH2:12]2)[C:3]1=[O:29], predict the reactants needed to synthesize it. The reactants are: [OH:1][C:2]1([CH2:30][C:31]([O:33]C)=O)[C:10]2[C:5](=[CH:6][CH:7]=[CH:8][CH:9]=2)[N:4]([CH:11]2[CH2:16][CH2:15][N:14]([CH2:17][C:18]3[C:27]4[C:22](=[CH:23][CH:24]=[CH:25][C:26]=4[CH3:28])[CH:21]=[CH:20][CH:19]=3)[CH2:13][CH2:12]2)[C:3]1=[O:29].[CH3:35][NH2:36].C(O)C. (2) Given the product [CH2:1]([N:8]1[CH:16]=[C:15]2[C:10]([CH:11]=[C:12]([C:17]3[CH:18]=[C:19]([C:27]4[CH:32]=[CH:31][C:30]([CH2:33][N:40]5[CH2:41][CH2:42][N:37]([CH2:35][CH3:36])[CH2:38][CH2:39]5)=[CH:29][CH:28]=4)[N:20]4[C:25]=3[C:24]([NH2:26])=[N:23][CH:22]=[N:21]4)[CH:13]=[CH:14]2)=[N:9]1)[C:2]1[CH:7]=[CH:6][CH:5]=[CH:4][CH:3]=1, predict the reactants needed to synthesize it. The reactants are: [CH2:1]([N:8]1[CH:16]=[C:15]2[C:10]([CH:11]=[C:12]([C:17]3[CH:18]=[C:19]([C:27]4[CH:32]=[CH:31][C:30]([CH2:33]Br)=[CH:29][CH:28]=4)[N:20]4[C:25]=3[C:24]([NH2:26])=[N:23][CH:22]=[N:21]4)[CH:13]=[CH:14]2)=[N:9]1)[C:2]1[CH:7]=[CH:6][CH:5]=[CH:4][CH:3]=1.[CH2:35]([N:37]1[CH2:42][CH2:41][NH:40][CH2:39][CH2:38]1)[CH3:36]. (3) Given the product [CH3:6][C:7]1[CH:8]=[CH:9][CH:10]=[C:11]2[C:16]=1[N:15]=[C:14]([N:17]1[C:22](=[O:23])[CH:21]=[CH:20][C:19]([C:24]#[N:26])=[CH:18]1)[CH:13]=[CH:12]2, predict the reactants needed to synthesize it. The reactants are: CN(C)C=O.[CH3:6][C:7]1[CH:8]=[CH:9][CH:10]=[C:11]2[C:16]=1[N:15]=[C:14]([N:17]1[C:22](=[O:23])[CH:21]=[CH:20][C:19]([C:24]([NH2:26])=O)=[CH:18]1)[CH:13]=[CH:12]2.C(N(CC)CC)C. (4) Given the product [OH:8][C:9]1[CH:36]=[CH:35][C:34]([N:37]2[CH2:42][CH2:41][CH2:40][CH2:39][CH2:38]2)=[CH:33][C:10]=1[C:11]([NH:13][C:14]1[CH:26]=[C:25]([C:27]2[CH:32]=[CH:31][CH:30]=[CH:29][CH:28]=2)[CH:24]=[CH:23][C:15]=1[C:16]([O:18][C:19]([CH3:22])([CH3:21])[CH3:20])=[O:17])=[O:12], predict the reactants needed to synthesize it. The reactants are: C([O:8][C:9]1[CH:36]=[CH:35][C:34]([N:37]2[CH2:42][CH2:41][CH2:40][CH2:39][CH2:38]2)=[CH:33][C:10]=1[C:11]([NH:13][C:14]1[CH:26]=[C:25]([C:27]2[CH:32]=[CH:31][CH:30]=[CH:29][CH:28]=2)[CH:24]=[CH:23][C:15]=1[C:16]([O:18][C:19]([CH3:22])([CH3:21])[CH3:20])=[O:17])=[O:12])C1C=CC=CC=1. (5) Given the product [CH2:1]([C:3]1[N:4]([CH2:23][C:24]([OH:27])([CH3:26])[CH3:25])[C:5]2[C:14]3[CH:13]=[CH:12][C:11]([CH2:15][CH2:16][C:17]([N:19]([CH3:21])[CH3:20])=[O:18])=[CH:10][C:9]=3[N:8]=[CH:7][C:6]=2[N:22]=1)[CH3:2], predict the reactants needed to synthesize it. The reactants are: [CH2:1]([C:3]1[N:4]([CH2:23][C:24]([OH:27])([CH3:26])[CH3:25])[C:5]2[C:14]3[CH:13]=[CH:12][C:11]([CH:15]=[CH:16][C:17]([N:19]([CH3:21])[CH3:20])=[O:18])=[CH:10][C:9]=3[N:8]=[CH:7][C:6]=2[N:22]=1)[CH3:2]. (6) The reactants are: [CH3:1][S:2]([C:5]1[CH:23]=[CH:22][C:8]([CH:9]=[C:10]2[C:19]3[C:14](=[CH:15][CH:16]=[CH:17][CH:18]=3)[CH2:13][CH2:12]/[C:11]/2=[N:20]\[OH:21])=[CH:7][CH:6]=1)(=[O:4])=[O:3].[CH2:24](I)C.C(=O)([O-])[O-].[K+].[K+].CN(C)C=O. Given the product [CH3:24][O:21]/[N:20]=[C:11]1/[C:10](=[CH:9][C:8]2[CH:7]=[CH:6][C:5]([S:2]([CH3:1])(=[O:4])=[O:3])=[CH:23][CH:22]=2)[C:19]2[C:14]([CH2:13][CH2:12]/1)=[CH:15][CH:16]=[CH:17][CH:18]=2, predict the reactants needed to synthesize it. (7) The reactants are: [Cl:1][C:2]1[C:3]([N:17]2[CH2:22][CH2:21][CH:20]([C:23]([OH:25])=O)[CH2:19][CH2:18]2)=[N:4][C:5]([O:15][CH3:16])=[C:6]([C:8]2[O:9][C:10]([CH2:13][CH3:14])=[CH:11][N:12]=2)[CH:7]=1.CCN=C=NCCCN(C)C.C1C=CC2N(O)N=NC=2C=1.[Cl:47][C:48]1[S:52][C:51]([S:53]([NH2:56])(=[O:55])=[O:54])=[CH:50][CH:49]=1.CCN(C(C)C)C(C)C. Given the product [Cl:1][C:2]1[C:3]([N:17]2[CH2:18][CH2:19][CH:20]([C:23]([NH:56][S:53]([C:51]3[S:52][C:48]([Cl:47])=[CH:49][CH:50]=3)(=[O:55])=[O:54])=[O:25])[CH2:21][CH2:22]2)=[N:4][C:5]([O:15][CH3:16])=[C:6]([C:8]2[O:9][C:10]([CH2:13][CH3:14])=[CH:11][N:12]=2)[CH:7]=1, predict the reactants needed to synthesize it. (8) Given the product [CH2:50]([O:1][C:2]1[CH:7]=[CH:6][C:5]([C:8]23[CH2:24][CH:12]4[CH2:13][C:14]([C:17]5[CH:18]=[CH:19][C:20]([O:23][CH2:7][C:2]#[CH:3])=[CH:21][CH:22]=5)([CH2:16][CH:10]([CH2:11]4)[CH:9]2[CH:25]2[C:32]4([C:34]5[CH:35]=[CH:36][C:37]([O:40][CH2:57][C:58]#[CH:59])=[CH:38][CH:39]=5)[CH2:33][CH:28]5[CH2:29][C:30]([C:42]6[CH:47]=[CH:46][C:45]([O:48][CH2:6][C:5]#[CH:4])=[CH:44][CH:43]=6)([CH2:41][CH:26]2[CH2:27]5)[CH2:31]4)[CH2:15]3)=[CH:4][CH:3]=1)[C:51]#[CH:52], predict the reactants needed to synthesize it. The reactants are: [OH:1][C:2]1[CH:7]=[CH:6][C:5]([C:8]23[CH2:24][CH:12]4[CH2:13][C:14]([C:17]5[CH:22]=[CH:21][C:20]([OH:23])=[CH:19][CH:18]=5)([CH2:16][CH:10]([CH2:11]4)[CH:9]2[CH:25]2[C:32]4([C:34]5[CH:39]=[CH:38][C:37]([OH:40])=[CH:36][CH:35]=5)[CH2:33][CH:28]5[CH2:29][C:30]([C:42]6[CH:47]=[CH:46][C:45]([OH:48])=[CH:44][CH:43]=6)([CH2:41][CH:26]2[CH2:27]5)[CH2:31]4)[CH2:15]3)=[CH:4][CH:3]=1.Br[CH2:50][C:51]#[CH:52].[OH-].[Na+].O1[CH2:59][CH2:58][CH2:57]C1. (9) Given the product [CH2:17]([N:24]1[C:29](=[O:30])[CH:28]=[CH:27][C:26]([CH2:31][C:5]2[C:4]3[C:8](=[CH:9][CH:10]=[C:2]([Cl:1])[CH:3]=3)[N:7]([CH2:11][C:12]([O:14][CH3:15])=[O:13])[C:6]=2[CH3:16])=[N:25]1)[C:18]1[CH:19]=[CH:20][CH:21]=[CH:22][CH:23]=1, predict the reactants needed to synthesize it. The reactants are: [Cl:1][C:2]1[CH:3]=[C:4]2[C:8](=[CH:9][CH:10]=1)[N:7]([CH2:11][C:12]([O:14][CH3:15])=[O:13])[C:6]([CH3:16])=[CH:5]2.[CH2:17]([N:24]1[C:29](=[O:30])[CH:28]=[CH:27][C:26]([CH:31]=O)=[N:25]1)[C:18]1[CH:23]=[CH:22][CH:21]=[CH:20][CH:19]=1.C([SiH](CC)CC)C.FC(F)(F)C(O)=O.C([O-])(O)=O.[Na+]. (10) Given the product [NH2:22][CH2:21][CH2:20][O:19][C:18]1[CH:23]=[CH:24][C:15]([C:2]2([OH:1])[CH2:7][CH2:6][CH2:5][CH2:4][CH:3]2[NH:8][S:9]([CH:12]([CH3:13])[CH3:14])(=[O:11])=[O:10])=[CH:16][CH:17]=1, predict the reactants needed to synthesize it. The reactants are: [OH:1][C:2]1([C:15]2[CH:24]=[CH:23][C:18]([O:19][CH2:20][C:21]#[N:22])=[CH:17][CH:16]=2)[CH2:7][CH2:6][CH2:5][CH2:4][CH:3]1[NH:8][S:9]([CH:12]([CH3:14])[CH3:13])(=[O:11])=[O:10].COCCO[AlH2-]OCCOC.[Na+].O.